From a dataset of Peptide-MHC class I binding affinity with 185,985 pairs from IEDB/IMGT. Regression. Given a peptide amino acid sequence and an MHC pseudo amino acid sequence, predict their binding affinity value. This is MHC class I binding data. The peptide sequence is RLASYGLYY. The MHC is HLA-A26:02 with pseudo-sequence HLA-A26:02. The binding affinity (normalized) is 0.372.